Dataset: Aqueous solubility values for 9,982 compounds from the AqSolDB database. Task: Regression/Classification. Given a drug SMILES string, predict its absorption, distribution, metabolism, or excretion properties. Task type varies by dataset: regression for continuous measurements (e.g., permeability, clearance, half-life) or binary classification for categorical outcomes (e.g., BBB penetration, CYP inhibition). For this dataset (solubility_aqsoldb), we predict Y. The molecule is Clc1ccc(Cl)c(-c2ccccc2)c1. The Y is -5.30 log mol/L.